Dataset: Catalyst prediction with 721,799 reactions and 888 catalyst types from USPTO. Task: Predict which catalyst facilitates the given reaction. (1) Reactant: [N:1]1[C:10]2[C:9](=O)[CH2:8][CH2:7][CH2:6][C:5]=2[CH:4]=[CH:3][CH:2]=1.[CH3:12][NH2:13].C(O)(=O)C.C(O[BH-](OC(=O)C)OC(=O)C)(=O)C.[Na+]. Product: [CH3:12][NH:13][CH:9]1[C:10]2[N:1]=[CH:2][CH:3]=[CH:4][C:5]=2[CH2:6][CH2:7][CH2:8]1. The catalyst class is: 68. (2) Reactant: [Br:1][C:2]1[CH:9]=[CH:8][C:5]([C:6]#[N:7])=[CH:4][C:3]=1[CH2:10]Br.[CH3:12][C:13]([O-:15])=[O:14].[K+].O. Product: [C:13]([O:15][CH2:10][C:3]1[CH:4]=[C:5]([C:6]#[N:7])[CH:8]=[CH:9][C:2]=1[Br:1])(=[O:14])[CH3:12]. The catalyst class is: 3. (3) Reactant: [O:1]1[CH2:5][CH:4]([OH:6])[CH:3]2[O:7][CH2:8][CH:9]([OH:10])[CH:2]12.[CH2:11]1[CH2:16][O:15][CH:14]=[CH:13][CH2:12]1. Product: [O:15]1[CH2:16][CH2:11][CH2:12][CH2:13][CH:14]1[O:6][CH:4]1[CH:3]2[O:7][CH2:8][CH:9]([OH:10])[CH:2]2[O:1][CH2:5]1. The catalyst class is: 2. (4) Reactant: [NH:1]([C:39]([O:41][CH2:42]C1C=CC=CC=1)=[O:40])[C@H:2]([C:4]([NH:6][C@H:7]([C:9]([NH:11][C@H:12]([C:36](O)=[O:37])[CH2:13][C:14](=[O:35])[NH:15][C:16](C1C=CC=CC=1)([C:23]1[CH:28]=[CH:27][CH:26]=[CH:25][CH:24]=1)[C:17]1[CH:22]=[CH:21][CH:20]=[CH:19][CH:18]=1)=[O:10])[CH3:8])=[O:5])[CH3:3].Cl.[CH3:50][NH:51][O:52][CH3:53].C(N([CH2:59][CH3:60])CC)C.C(N=C=N[CH:67]([CH3:69])[CH3:68])(C)C.[CH:70]1[CH:71]=[CH:72][C:73]2N(O)N=N[C:74]=2[CH:75]=1.[CH3:80]N(C=O)C. Product: [NH:1]([C:39]([O:41][CH2:42][C:60]1[CH:59]=[CH:68][CH:67]=[CH:69][CH:80]=1)=[O:40])[C@H:2]([C:4]([NH:6][C@H:7]([C:9]([NH:11][C@H:12]([C:36]([N:51]([CH3:50])[O:52][CH3:53])=[O:37])[CH2:13][C:14](=[O:35])[NH:15][C:16]([C:23]1[CH:24]=[CH:25][CH:26]=[CH:27][CH:28]=1)([C:75]1[CH:74]=[CH:73][CH:72]=[CH:71][CH:70]=1)[C:17]1[CH:22]=[CH:21][CH:20]=[CH:19][CH:18]=1)=[O:10])[CH3:8])=[O:5])[CH3:3]. The catalyst class is: 2. (5) Reactant: [O:1]1[CH2:5][CH2:4][CH:3]([CH2:6][NH:7][C:8]([C:10]2[S:11][C:12]([C:15]#[C:16][CH2:17][CH2:18][CH3:19])=[N:13][N:14]=2)=[O:9])[CH2:2]1.C=CCCCC. Product: [O:1]1[CH2:5][CH2:4][CH:3]([CH2:6][NH:7][C:8]([C:10]2[S:11][C:12](/[CH:15]=[CH:16]\[CH2:17][CH2:18][CH3:19])=[N:13][N:14]=2)=[O:9])[CH2:2]1. The catalyst class is: 349.